This data is from Reaction yield outcomes from USPTO patents with 853,638 reactions. The task is: Predict the reaction yield, written as a fraction of the theoretical maximum amount of product (1.0 means a 100% yield; for example, 0.34 means a 34% yield). The reactants are BrC1C=CC(OC2C=CC(C#N)=C(Cl)N=2)=CC=1C1OCCO1.BrC1C=CC(OC2C=CC(C#N)=C(Cl)N=2)=CC=1C1OCCO1.[Br:45][C:46]1[CH:61]=[CH:60][C:49]([O:50][C:51]2[N:58]=[C:57](Cl)[CH:56]=[CH:55][C:52]=2[C:53]#[N:54])=[CH:48][C:47]=1[CH:62]1[O:66][CH2:65][CH2:64][O:63]1.[CH3:67][O:68][CH2:69][CH2:70][NH2:71]. The catalyst is C(#N)C. The product is [Br:45][C:46]1[CH:61]=[CH:60][C:49]([O:50][C:51]2[N:58]=[C:57]([NH:71][CH2:70][CH2:69][O:68][CH3:67])[CH:56]=[CH:55][C:52]=2[C:53]#[N:54])=[CH:48][C:47]=1[CH:62]1[O:66][CH2:65][CH2:64][O:63]1. The yield is 0.360.